Dataset: Full USPTO retrosynthesis dataset with 1.9M reactions from patents (1976-2016). Task: Predict the reactants needed to synthesize the given product. (1) Given the product [F:1][C:2]1[CH:3]=[C:4]([N:16]2[CH2:20][C@H:19]([CH2:21][NH:22][C:23](=[S:36])[CH3:24])[O:18][C:17]2=[O:26])[CH:5]=[CH:6][C:7]=1[CH:8]1[CH2:13][CH2:12][S:11](=[O:15])(=[O:14])[NH:10][CH2:9]1, predict the reactants needed to synthesize it. The reactants are: [F:1][C:2]1[CH:3]=[C:4]([N:16]2[CH2:20][C@H:19]([CH2:21][NH:22][C:23](=O)[CH3:24])[O:18][C:17]2=[O:26])[CH:5]=[CH:6][C:7]=1[CH:8]1[CH2:13][CH2:12][S:11](=[O:15])(=[O:14])[NH:10][CH2:9]1.COC1C=CC(P2(SP(C3C=CC(OC)=CC=3)(=S)S2)=[S:36])=CC=1. (2) The reactants are: Cl[C:2]1([C:13]2[CH:18]=[CH:17][CH:16]=[CH:15][C:14]=2[O:19][CH3:20])[C:10]2[C:5](=[CH:6][CH:7]=[C:8]([Cl:11])[CH:9]=2)[NH:4][C:3]1=[O:12].FC(F)(F)C(O)=O.[NH2:28][C@@H:29]([CH3:36])[C:30]([N:32]([O:34][CH3:35])[CH3:33])=[O:31]. Given the product [Cl:11][C:8]1[CH:9]=[C:10]2[C:5](=[CH:6][CH:7]=1)[NH:4][C:3](=[O:12])[C:2]2([NH:28][C@@H:29]([CH3:36])[C:30]([N:32]([O:34][CH3:35])[CH3:33])=[O:31])[C:13]1[CH:18]=[CH:17][CH:16]=[CH:15][C:14]=1[O:19][CH3:20], predict the reactants needed to synthesize it. (3) Given the product [NH2:12][C:11]1[C:6]([NH:38][C@H:30]2[C@@H:31]3[O:35][C:34]([CH3:36])([CH3:37])[O:33][C@@H:32]3[C@@H:28]([O:27][CH2:26][CH2:25][OH:24])[CH2:29]2)=[N:7][C:8]([S:14][CH2:15][CH2:16][CH3:17])=[N:9][C:10]=1[Cl:13], predict the reactants needed to synthesize it. The reactants are: C(O)CO.Cl[C:6]1[C:11]([NH2:12])=[C:10]([Cl:13])[N:9]=[C:8]([S:14][CH2:15][CH2:16][CH3:17])[N:7]=1.C([O-])(=O)C([O-])=O.[OH:24][CH2:25][CH2:26][O:27][C@@H:28]1[C@H:32]2[O:33][C:34]([CH3:37])([CH3:36])[O:35][C@H:31]2[C@H:30]([NH3+:38])[CH2:29]1.[OH:24][CH2:25][CH2:26][O:27][C@@H:28]1[C@H:32]2[O:33][C:34]([CH3:36])([CH3:37])[O:35][C@H:31]2[C@H:30]([NH3+:38])[CH2:29]1.C(OC(=O)C)(C)C. (4) Given the product [OH:48][C@H:47]([C:38]1[CH:39]=[CH:40][C:41]2[C:42](=[O:46])[O:43][CH2:44][C:45]=2[C:37]=1[CH3:36])[CH2:49][N:24]1[CH2:25][CH2:26][CH:21]([CH2:20][S:19][C:10]2[CH:11]=[CH:12][C:13]3[C:14](=[O:18])[O:15][CH2:16][C:17]=3[C:9]=2[CH3:8])[CH2:22][CH2:23]1, predict the reactants needed to synthesize it. The reactants are: FC(F)(F)C([O-])=O.[CH3:8][C:9]1[C:17]2[CH2:16][O:15][C:14](=[O:18])[C:13]=2[CH:12]=[CH:11][C:10]=1[S:19][CH2:20][CH:21]1[CH2:26][CH2:25][NH2+:24][CH2:23][CH2:22]1.CCN(C(C)C)C(C)C.[CH3:36][C:37]1[C:45]2[CH2:44][O:43][C:42](=[O:46])[C:41]=2[CH:40]=[CH:39][C:38]=1[C@@H:47]1[CH2:49][O:48]1. (5) Given the product [CH3:1][N:2]([CH3:15])[CH2:3][CH2:4][N:5]1[CH:13]=[C:12]2[C:7]([CH:8]=[CH:9][C:10]([NH:14][C:30](=[O:31])[CH2:29][C:26]3[CH:27]=[CH:28][C:23]([O:16][C:17]4[CH:18]=[CH:19][CH:20]=[CH:21][CH:22]=4)=[CH:24][CH:25]=3)=[CH:11]2)=[N:6]1, predict the reactants needed to synthesize it. The reactants are: [CH3:1][N:2]([CH3:15])[CH2:3][CH2:4][N:5]1[CH:13]=[C:12]2[C:7]([CH:8]=[CH:9][C:10]([NH2:14])=[CH:11]2)=[N:6]1.[O:16]([C:23]1[CH:28]=[CH:27][C:26]([CH2:29][C:30](O)=[O:31])=[CH:25][CH:24]=1)[C:17]1[CH:22]=[CH:21][CH:20]=[CH:19][CH:18]=1.CCN=C=NCCCN(C)C.ON1C2C=CC=CC=2N=N1.CN1CCOCC1. (6) Given the product [CH3:22][C:18]1[CH:17]=[C:16]([CH:21]=[CH:20][CH:19]=1)[NH:15][C:2]1[CH:7]=[C:6]([CH3:8])[N:5]=[C:4]([C:9]2[CH:14]=[CH:13][CH:12]=[CH:11][N:10]=2)[N:3]=1, predict the reactants needed to synthesize it. The reactants are: Cl[C:2]1[CH:7]=[C:6]([CH3:8])[N:5]=[C:4]([C:9]2[CH:14]=[CH:13][CH:12]=[CH:11][N:10]=2)[N:3]=1.[NH2:15][C:16]1[CH:21]=[CH:20][CH:19]=[C:18]([CH3:22])[CH:17]=1. (7) Given the product [CH3:38][O:39][C:40]1[CH:45]=[CH:44][C:43]([NH:46][C:2]([NH:37][C:34]2[CH:33]=[CH:32][C:31]([C:22]3[N:23]=[C:24]([N:25]4[CH2:30][CH2:29][O:28][CH2:27][CH2:26]4)[C:19]4[N:18]=[N:17][N:16]([CH:13]([CH3:15])[CH3:14])[C:20]=4[N:21]=3)=[CH:36][CH:35]=2)=[O:4])=[CH:42][CH:41]=1, predict the reactants needed to synthesize it. The reactants are: Cl[C:2](Cl)([O:4]C(=O)OC(Cl)(Cl)Cl)Cl.[CH:13]([N:16]1[C:20]2[N:21]=[C:22]([C:31]3[CH:36]=[CH:35][C:34]([NH2:37])=[CH:33][CH:32]=3)[N:23]=[C:24]([N:25]3[CH2:30][CH2:29][O:28][CH2:27][CH2:26]3)[C:19]=2[N:18]=[N:17]1)([CH3:15])[CH3:14].[CH3:38][O:39][C:40]1[CH:45]=[CH:44][C:43]([NH2:46])=[CH:42][CH:41]=1.CCN(CC)CC.